Regression/Classification. Given a drug SMILES string, predict its absorption, distribution, metabolism, or excretion properties. Task type varies by dataset: regression for continuous measurements (e.g., permeability, clearance, half-life) or binary classification for categorical outcomes (e.g., BBB penetration, CYP inhibition). Dataset: cyp2c9_veith. From a dataset of CYP2C9 inhibition data for predicting drug metabolism from PubChem BioAssay. (1) The compound is CC1CCCC(NC(=O)C2CCN(S(=O)(=O)N3CCOCC3)CC2)C1C. The result is 0 (non-inhibitor). (2) The molecule is N#Cc1ccc(CN2CC3(CCN(C(=O)c4cc(C(F)(F)F)cc(C(F)(F)F)c4)CC3)C2)cc1. The result is 0 (non-inhibitor).